This data is from Full USPTO retrosynthesis dataset with 1.9M reactions from patents (1976-2016). The task is: Predict the reactants needed to synthesize the given product. (1) Given the product [N:1]1([CH:6]([C:8]2[CH:35]=[CH:34][C:11]([CH2:12][N:13]3[CH:21]=[C:20]4[C:15]([N:16]=[CH:17][N:18]=[C:19]4[NH:22][CH2:23][C:24]4[C:25]([F:33])=[C:26]([O:31][CH3:32])[CH:27]=[CH:28][C:29]=4[C:65]#[N:66])=[N:14]3)=[CH:10][CH:9]=2)[CH3:7])[CH:5]=[CH:4][CH:3]=[N:2]1, predict the reactants needed to synthesize it. The reactants are: [N:1]1([CH:6]([C:8]2[CH:35]=[CH:34][C:11]([CH2:12][N:13]3[CH:21]=[C:20]4[C:15]([N:16]=[CH:17][N:18]=[C:19]4[NH:22][CH2:23][C:24]4[C:29](Cl)=[CH:28][CH:27]=[C:26]([O:31][CH3:32])[C:25]=4[F:33])=[N:14]3)=[CH:10][CH:9]=2)[CH3:7])[CH:5]=[CH:4][CH:3]=[N:2]1.C1(P(C2CCCCC2)C2C=CC=CC=2C2C(OC)=CC=CC=2OC)CCCCC1.[CH3:65][N:66]1CCCC1=O. (2) The reactants are: [OH:1][C:2]1[CH:7]=[CH:6][C:5]([CH2:8][CH2:9][C:10]([O:12][CH3:13])=[O:11])=[CH:4][CH:3]=1.[CH2:14](O)[C:15]1[CH:20]=[CH:19][CH:18]=[CH:17][CH:16]=1.C1(P(C2C=CC=CC=2)C2C=CC=CC=2)C=CC=CC=1.N(C(OCC)=O)=NC(OCC)=O. Given the product [C:15]1([CH2:14][O:1][C:2]2[CH:3]=[CH:4][C:5]([CH2:8][CH2:9][C:10]([O:12][CH3:13])=[O:11])=[CH:6][CH:7]=2)[CH:20]=[CH:19][CH:18]=[CH:17][CH:16]=1, predict the reactants needed to synthesize it. (3) Given the product [ClH:57].[C:21]([C:20]1[CH:23]=[CH:24][C:17]([C:3]2[N:4]=[N:5][C:6]([N:9]3[CH2:14][CH2:13][CH:12]([N:15]([CH3:16])[C:33](=[O:35])[C:32]4[C:27]([C:26]([F:25])([F:37])[F:36])=[CH:28][CH:29]=[N:30][CH:31]=4)[CH2:11][CH2:10]3)=[C:7]([CH3:8])[C:2]=2[CH3:1])=[CH:18][CH:19]=1)#[N:22], predict the reactants needed to synthesize it. The reactants are: [CH3:1][C:2]1[C:7]([CH3:8])=[C:6]([N:9]2[CH2:14][CH2:13][CH:12]([NH:15][CH3:16])[CH2:11][CH2:10]2)[N:5]=[N:4][C:3]=1[C:17]1[CH:24]=[CH:23][C:20]([C:21]#[N:22])=[CH:19][CH:18]=1.[F:25][C:26]([F:37])([F:36])[C:27]1[C:32]([C:33]([OH:35])=O)=[CH:31][N:30]=[CH:29][CH:28]=1.C(N(CC)CC)C.CCN=C=NCCCN(C)C.C(Cl)[Cl:57]. (4) Given the product [CH3:27][O:26][C:20]1[CH:19]=[C:18]([NH:17][C:10]2[C:11]3[N:16]=[CH:15][S:14][C:12]=3[N:13]=[C:8]([N:5]3[CH2:6][CH2:7][CH:3]([NH:2][C:32]([C:31]4[CH:35]=[CH:36][C:37]([C:38]([O:40][CH3:41])=[O:39])=[C:29]([OH:28])[CH:30]=4)=[O:33])[CH2:4]3)[N:9]=2)[CH:23]=[CH:22][C:21]=1[O:24][CH3:25], predict the reactants needed to synthesize it. The reactants are: Cl.[NH2:2][CH:3]1[CH2:7][CH2:6][N:5]([C:8]2[N:9]=[C:10]([NH:17][C:18]3[CH:23]=[CH:22][C:21]([O:24][CH3:25])=[C:20]([O:26][CH3:27])[CH:19]=3)[C:11]3[N:16]=[CH:15][S:14][C:12]=3[N:13]=2)[CH2:4]1.[OH:28][C:29]1[CH:30]=[C:31]([CH:35]=[CH:36][C:37]=1[C:38]([O:40][CH3:41])=[O:39])[C:32](O)=[O:33].CCN=C=NCCCN(C)C.CN1C=CN=C1. (5) Given the product [CH3:10][S:11]([OH:14])(=[O:13])=[O:12].[C:1]([NH2:9])(=[O:8])[C:2]1[CH:7]=[CH:6][CH:5]=[CH:4][CH:3]=1.[C:1]([NH2:9])(=[O:8])[C:2]1[CH:7]=[CH:6][CH:5]=[CH:4][CH:3]=1, predict the reactants needed to synthesize it. The reactants are: [C:1]([NH2:9])(=[O:8])[C:2]1[CH:7]=[CH:6][CH:5]=[CH:4][CH:3]=1.[CH3:10][S:11]([OH:14])(=[O:13])=[O:12]. (6) Given the product [Cl:36][C:33]1[CH:32]=[CH:31][C:30]([CH2:29][CH:9]([C:4]2[CH:5]=[C:6]([F:8])[CH:7]=[C:2]([C:37]#[N:38])[CH:3]=2)[CH:10]([NH:12][C:13](=[O:28])[C:14]([O:17][C:18]2[CH:23]=[CH:22][C:21]([C:24]([F:26])([F:27])[F:25])=[CH:20][N:19]=2)([CH3:16])[CH3:15])[CH3:11])=[CH:35][CH:34]=1, predict the reactants needed to synthesize it. The reactants are: Br[C:2]1[CH:3]=[C:4]([CH:9]([CH2:29][C:30]2[CH:35]=[CH:34][C:33]([Cl:36])=[CH:32][CH:31]=2)[CH:10]([NH:12][C:13](=[O:28])[C:14]([O:17][C:18]2[CH:23]=[CH:22][C:21]([C:24]([F:27])([F:26])[F:25])=[CH:20][N:19]=2)([CH3:16])[CH3:15])[CH3:11])[CH:5]=[C:6]([F:8])[CH:7]=1.[C-:37]#[N:38].[Na+].C1OCCOCCOCCOCCOCCOC1.